From a dataset of Catalyst prediction with 721,799 reactions and 888 catalyst types from USPTO. Predict which catalyst facilitates the given reaction. (1) Reactant: [Cl:1][C:2]1[CH:7]=[C:6]([Cl:8])[CH:5]=[CH:4][C:3]=1[C:9]1[S:10][C:11]([C:15]([O:17]CC)=O)=[C:12]([CH3:14])[N:13]=1.O.[NH2:21][NH2:22]. Product: [Cl:1][C:2]1[CH:7]=[C:6]([Cl:8])[CH:5]=[CH:4][C:3]=1[C:9]1[S:10][C:11]([C:15]([NH:21][NH2:22])=[O:17])=[C:12]([CH3:14])[N:13]=1. The catalyst class is: 8. (2) Reactant: [Cl:1][C:2]1[CH:21]=[CH:20][C:5]([CH2:6][N:7]2[CH:12]=[N:11][C:10]([N:13]3[CH2:18][CH2:17][NH:16][CH2:15][CH2:14]3)=[N:9][C:8]2=[O:19])=[CH:4][CH:3]=1.C(N(CC)CC)C.[F:29][C:30]1[CH:38]=[CH:37][C:33]([C:34](Cl)=[O:35])=[CH:32][CH:31]=1.[Cl-].[NH4+]. The catalyst class is: 434. Product: [Cl:1][C:2]1[CH:21]=[CH:20][C:5]([CH2:6][N:7]2[CH:12]=[N:11][C:10]([N:13]3[CH2:18][CH2:17][N:16]([C:34](=[O:35])[C:33]4[CH:37]=[CH:38][C:30]([F:29])=[CH:31][CH:32]=4)[CH2:15][CH2:14]3)=[N:9][C:8]2=[O:19])=[CH:4][CH:3]=1. (3) Reactant: [Cl:1][C:2]1[CH:3]=[CH:4][C:5]([NH:18][C:19](=O)[C:20]2[CH:25]=[CH:24][C:23]([C:26]([CH3:35])([CH3:34])[CH2:27][N:28]3[CH2:33][CH2:32][O:31][CH2:30][CH2:29]3)=[CH:22][CH:21]=2)=[C:6]([CH:17]=1)[C:7]([NH:9][C:10]1[CH:15]=[CH:14][C:13]([Cl:16])=[CH:12][N:11]=1)=[O:8].C1COCC1. Product: [Cl:1][C:2]1[CH:17]=[C:6]2[C:5](=[CH:4][CH:3]=1)[N:18]=[C:19]([C:20]1[CH:25]=[CH:24][C:23]([C:26]([CH3:35])([CH3:34])[CH2:27][N:28]3[CH2:33][CH2:32][O:31][CH2:30][CH2:29]3)=[CH:22][CH:21]=1)[N:9]([C:10]1[CH:15]=[CH:14][C:13]([Cl:16])=[CH:12][N:11]=1)[C:7]2=[O:8]. The catalyst class is: 89. (4) Reactant: [CH3:1][C:2]1[CH:6]=[C:5]([CH3:7])[NH:4][C:3]=1[CH:8]=[C:9]1[C:17]2[C:12](=[CH:13][CH:14]=[C:15]([CH2:18][N:19]3[CH2:23][CH2:22][O:21][C:20]3=[O:24])[CH:16]=2)[NH:11][C:10]1=[O:25].[NH:26]1[CH2:31][CH2:30][O:29][CH2:28][CH2:27]1.[CH2:32]=O.[ClH:34]. Product: [ClH:34].[CH3:1][C:2]1[C:6]([CH2:32][N:26]2[CH2:31][CH2:30][O:29][CH2:28][CH2:27]2)=[C:5]([CH3:7])[NH:4][C:3]=1[CH:8]=[C:9]1[C:17]2[C:12](=[CH:13][CH:14]=[C:15]([CH2:18][N:19]3[CH2:23][CH2:22][O:21][C:20]3=[O:24])[CH:16]=2)[NH:11][C:10]1=[O:25]. The catalyst class is: 15. (5) Reactant: [Cl:1][C:2]1[CH:7]=[C:6]([Cl:8])[CH:5]=[CH:4][C:3]=1[NH:9][C:10]1[N:15]=[C:14]([C:16]([F:19])([F:18])[F:17])[C:13]([C:20]([OH:22])=O)=[CH:12][N:11]=1.C(N1[CH2:30][CH2:29][O:28][CH2:27][CH2:26]1)C.[NH2:31][CH2:32][CH:33]1CCCCO1.O.ON1C2C=CC=CC=2N=N1.Cl.CN(C)CCCN=C=NCC. Product: [O:28]1[CH2:27][CH2:26][CH:33]([CH2:32][NH:31][C:20]([C:13]2[C:14]([C:16]([F:17])([F:19])[F:18])=[N:15][C:10]([NH:9][C:3]3[CH:4]=[CH:5][C:6]([Cl:8])=[CH:7][C:2]=3[Cl:1])=[N:11][CH:12]=2)=[O:22])[CH2:30][CH2:29]1. The catalyst class is: 9. (6) Reactant: [C:1]1([NH:7][CH:8]2[CH2:13][CH2:12][N:11]([C:14]([O:16][CH2:17][C@@H:18]([N:20]([CH2:28][C:29]3[CH:34]=[CH:33][CH:32]=[CH:31][CH:30]=3)[CH2:21][C:22]3[CH:27]=[CH:26][CH:25]=[CH:24][CH:23]=3)[CH3:19])=[O:15])[CH2:10][CH2:9]2)[CH:6]=[CH:5][CH:4]=[CH:3][CH:2]=1.[C:35](Cl)(=[O:40])[C:36]([CH3:39])([CH3:38])[CH3:37]. Product: [C:1]1([N:7]([CH:8]2[CH2:13][CH2:12][N:11]([C:14]([O:16][CH2:17][C@@H:18]([N:20]([CH2:21][C:22]3[CH:23]=[CH:24][CH:25]=[CH:26][CH:27]=3)[CH2:28][C:29]3[CH:30]=[CH:31][CH:32]=[CH:33][CH:34]=3)[CH3:19])=[O:15])[CH2:10][CH2:9]2)[C:35](=[O:40])[C:36]([CH3:39])([CH3:38])[CH3:37])[CH:2]=[CH:3][CH:4]=[CH:5][CH:6]=1. The catalyst class is: 383. (7) Reactant: Br[C:2]1[CH:7]=[CH:6][CH:5]=[CH:4][N:3]=1.[Li]CCCC.[CH:13]1([C:16]#[N:17])[CH2:15][CH2:14]1.[O-]S([O-])(=O)=O.[Na+].[Na+]. The catalyst class is: 27. Product: [CH:4]1([N:3]=[CH:2][C:7]2[CH:14]=[CH:15][CH:13]=[CH:16][N:17]=2)[CH2:5][CH2:6]1.